The task is: Predict the product of the given reaction.. This data is from Forward reaction prediction with 1.9M reactions from USPTO patents (1976-2016). (1) Given the reactants [CH3:1][O:2][C:3]([C:5]12[CH2:12][CH2:11][C:8]([O:13][S:14]([C:17]([F:20])([F:19])[F:18])(=[O:16])=[O:15])([CH2:9][CH2:10]1)[CH2:7][CH2:6]2)=[O:4].CCN(C(C)C)C(C)C.[O:30]1[C:34]2[CH:35]=[CH:36][C:37]([C:39]3[C:40]([C:47]4[CH:52]=[CH:51][CH:50]=[C:49]([CH3:53])[N:48]=4)=[N:41][N:42]([CH2:44][C:45]#N)[CH:43]=3)=[CH:38][C:33]=2[O:32][CH2:31]1, predict the reaction product. The product is: [CH3:1][O:2][C:3]([C:5]12[CH2:10][CH2:9][C:8]([O:13][S:14]([C:17]([F:20])([F:18])[F:19])(=[O:16])=[O:15])([CH2:11][CH2:12]1)[CH2:7][CH2:6]2)=[O:4].[CH3:1][O:2][C:3]([C:5]12[CH2:10][CH2:9][C:44]([N:42]3[CH:43]=[C:39]([C:37]4[CH:36]=[CH:35][C:34]5[O:30][CH2:31][O:32][C:33]=5[CH:38]=4)[C:40]([C:47]4[CH:52]=[CH:51][CH:50]=[C:49]([CH3:53])[N:48]=4)=[N:41]3)([CH2:45][CH2:12]1)[CH2:7][CH2:6]2)=[O:4]. (2) Given the reactants C([C@@H]1N(C(=O)C2C=CC(OC3C=CC=CC=3)=CC=2)C[C@H](CC(C)C)NC1=O)C(C)C.[F:31][C:32]1[CH:37]=[CH:36][CH:35]=[CH:34][C:33]=1[C@@H:38]1[NH:43][C:42](=[O:44])[C@H:41]([CH2:45][CH:46]([CH3:48])[CH3:47])[NH:40][CH2:39]1.[F:49][C:50]1[CH:51]=[C:52]([C:57]2[O:61][N:60]=[C:59]([C:62](O)=[O:63])[C:58]=2[F:65])[CH:53]=[CH:54][C:55]=1[F:56], predict the reaction product. The product is: [F:49][C:50]1[CH:51]=[C:52]([C:57]2[O:61][N:60]=[C:59]([C:62]([N:40]3[CH2:39][C@H:38]([C:33]4[CH:34]=[CH:35][CH:36]=[CH:37][C:32]=4[F:31])[NH:43][C:42](=[O:44])[C@@H:41]3[CH2:45][CH:46]([CH3:48])[CH3:47])=[O:63])[C:58]=2[F:65])[CH:53]=[CH:54][C:55]=1[F:56]. (3) Given the reactants N[C:2]1[CH:3]=[C:4]([CH:8]=[C:9]([N+:11]([O-:13])=[O:12])[CH:10]=1)[C:5]([OH:7])=[O:6].N([O-])=O.[Na+].O.[BrH:19], predict the reaction product. The product is: [Br:19][C:2]1[CH:3]=[C:4]([CH:8]=[C:9]([N+:11]([O-:13])=[O:12])[CH:10]=1)[C:5]([OH:7])=[O:6]. (4) Given the reactants [N+:1]([C:4]1[CH:9]=[CH:8][CH:7]=[C:6]([N+]([O-])=O)[C:5]=1[NH:13][CH2:14][C:15]([F:18])([F:17])[F:16])([O-])=O.C([NH:21]C1C=CC=C(N)C=1N)C, predict the reaction product. The product is: [F:16][C:15]([F:18])([F:17])[CH2:14][NH:13][C:5]1[CH:6]=[CH:7][CH:8]=[C:9]([NH2:21])[C:4]=1[NH2:1]. (5) Given the reactants [CH:1]1([N:4]2[C:11](=[O:12])[CH2:10][CH2:9][NH:8][C:7]3[CH:13]=[CH:14][C:15]([O:17][CH3:18])=[CH:16][C:6]=3[CH2:5]2)[CH2:3][CH2:2]1.C(O)(=O)C.[Cl:23][C:24]1[CH:29]=[CH:28][C:27]([CH2:30][CH:31]=O)=[CH:26][CH:25]=1.C(O[BH-](OC(=O)C)OC(=O)C)(=O)C.[Na+].C(=O)(O)[O-].[Na+], predict the reaction product. The product is: [Cl:23][C:24]1[CH:29]=[CH:28][C:27]([CH2:30][CH2:31][N:8]2[CH2:9][CH2:10][C:11](=[O:12])[N:4]([CH:1]3[CH2:2][CH2:3]3)[CH2:5][C:6]3[CH:16]=[C:15]([O:17][CH3:18])[CH:14]=[CH:13][C:7]2=3)=[CH:26][CH:25]=1. (6) Given the reactants [F:1][C:2]1[CH:7]=[CH:6][C:5]([N:8]2[C:12]([CH3:13])=[CH:11][C:10]([C:14]([OH:16])=O)=[C:9]2[CH3:17])=[CH:4][CH:3]=1.N=C=N.Cl.[NH2:22][CH2:23][C:24]1[CH:32]=[CH:31][C:27]([C:28]([NH2:30])=[NH:29])=[CH:26][CH:25]=1.C1C=CC2N(O)N=NC=2C=1.C(N(C(C)C)CC)(C)C, predict the reaction product. The product is: [C:28]([C:27]1[CH:31]=[CH:32][C:24]([CH2:23][NH:22][C:14]([C:10]2[CH:11]=[C:12]([CH3:13])[N:8]([C:5]3[CH:4]=[CH:3][C:2]([F:1])=[CH:7][CH:6]=3)[C:9]=2[CH3:17])=[O:16])=[CH:25][CH:26]=1)(=[NH:29])[NH2:30]. (7) Given the reactants [C:1]([NH:5][S:6]([C:9]1[CH:17]=[C:16]2[C:12]([CH:13]=[CH:14][NH:15]2)=[CH:11][CH:10]=1)(=[O:8])=[O:7])([CH3:4])([CH3:3])[CH3:2].[C:18]1(=O)[CH2:23][CH2:22][CH2:21][CH2:20][CH2:19]1.C[O-].[Na+], predict the reaction product. The product is: [C:1]([NH:5][S:6]([C:9]1[CH:17]=[C:16]2[C:12]([C:13]([C:18]3[CH2:23][CH2:22][CH2:21][CH2:20][CH:19]=3)=[CH:14][NH:15]2)=[CH:11][CH:10]=1)(=[O:8])=[O:7])([CH3:4])([CH3:2])[CH3:3]. (8) Given the reactants C(=O)([O-])[O-].[K+].[K+].C([O:10][CH2:11][CH2:12][CH2:13][CH:14]([C:24]1[NH:28][C:27](/[CH:29]=[CH:30]/[C:31]2[CH:36]=[CH:35][C:34]([N:37]3[CH:41]=[C:40]([CH3:42])[N:39]=[CH:38]3)=[C:33]([O:43][CH3:44])[CH:32]=2)=[N:26][N:25]=1)[C:15]1[CH:20]=[C:19]([F:21])[C:18]([F:22])=[C:17]([F:23])[CH:16]=1)(=O)C.C(OCC)(=O)C, predict the reaction product. The product is: [CH3:44][O:43][C:33]1[CH:32]=[C:31](/[CH:30]=[CH:29]/[C:27]2[NH:28][C:24]([CH:14]([C:15]3[CH:16]=[C:17]([F:23])[C:18]([F:22])=[C:19]([F:21])[CH:20]=3)[CH2:13][CH2:12][CH2:11][OH:10])=[N:25][N:26]=2)[CH:36]=[CH:35][C:34]=1[N:37]1[CH:41]=[C:40]([CH3:42])[N:39]=[CH:38]1. (9) Given the reactants [C:1](C1C=CC(C(Cl)=O)=CC=1)#[N:2].Cl[C:13]1[CH:18]=[C:17](Cl)[CH:16]=[CH:15][C:14]=1[C:20]1[C:25]([C:26]2[NH:27][CH:28]=[CH:29][N:30]=2)=[CH:24][N:23]=[C:22]([NH:31][CH2:32][CH2:33][NH:34][C:35]2[CH:40]=[CH:39][C:38]([N+:41]([O-:43])=[O:42])=[CH:37][N:36]=2)[N:21]=1, predict the reaction product. The product is: [NH:30]1[CH:29]=[CH:28][N:27]=[C:26]1[C:25]1[C:20]([C:14]2[CH:15]=[CH:16][C:17]([C:1]#[N:2])=[CH:18][CH:13]=2)=[N:21][C:22]([NH:31][CH2:32][CH2:33][NH:34][C:35]2[CH:40]=[CH:39][C:38]([N+:41]([O-:43])=[O:42])=[CH:37][N:36]=2)=[N:23][CH:24]=1. (10) Given the reactants [C:1]([C:3]1[CH:21]=[CH:20][C:6]([O:7][CH:8]([C:10]2[CH:19]=[CH:18][C:13]([C:14]([O:16]C)=[O:15])=[CH:12][CH:11]=2)[CH3:9])=[CH:5][CH:4]=1)#[N:2].O.[OH-].[Li+].O1CCCC1.Cl, predict the reaction product. The product is: [C:1]([C:3]1[CH:4]=[CH:5][C:6]([O:7][CH:8]([C:10]2[CH:11]=[CH:12][C:13]([C:14]([OH:16])=[O:15])=[CH:18][CH:19]=2)[CH3:9])=[CH:20][CH:21]=1)#[N:2].